This data is from Reaction yield outcomes from USPTO patents with 853,638 reactions. The task is: Predict the reaction yield, written as a fraction of the theoretical maximum amount of product (1.0 means a 100% yield; for example, 0.34 means a 34% yield). The product is [C:1]([NH:20][C:21]1[CH:22]=[C:23]([CH2:27][CH2:28][OH:29])[CH:24]=[CH:25][CH:26]=1)([C:2]1[CH:7]=[CH:6][CH:5]=[CH:4][CH:3]=1)([C:14]1[CH:19]=[CH:18][CH:17]=[CH:16][CH:15]=1)[C:8]1[CH:9]=[CH:10][CH:11]=[CH:12][CH:13]=1. The reactants are [C:1]([NH:20][C:21]1[CH:22]=[C:23]([CH2:27][C:28](O)=[O:29])[CH:24]=[CH:25][CH:26]=1)([C:14]1[CH:19]=[CH:18][CH:17]=[CH:16][CH:15]=1)([C:8]1[CH:13]=[CH:12][CH:11]=[CH:10][CH:9]=1)[C:2]1[CH:7]=[CH:6][CH:5]=[CH:4][CH:3]=1.C(=O)(O)[O-].[Na+]. The yield is 0.860. The catalyst is C1COCC1.